From a dataset of Full USPTO retrosynthesis dataset with 1.9M reactions from patents (1976-2016). Predict the reactants needed to synthesize the given product. (1) Given the product [F:16][C:13]1[C:14](=[O:15])[NH:9][C:10](=[O:30])[N:11]([C@H:17]2[CH2:20][C@@H:19]([CH2:21][O:22][CH2:23][C:24]3[CH:29]=[CH:28][CH:27]=[CH:26][CH:25]=3)[CH2:18]2)[CH:12]=1, predict the reactants needed to synthesize it. The reactants are: C([N:9]1[C:14](=[O:15])[C:13]([F:16])=[CH:12][N:11]([C@H:17]2[CH2:20][C@@H:19]([CH2:21][O:22][CH2:23][C:24]3[CH:29]=[CH:28][CH:27]=[CH:26][CH:25]=3)[CH2:18]2)[C:10]1=[O:30])(=O)C1C=CC=CC=1.CN. (2) Given the product [Cl:10][C:11]1[CH:16]=[C:15]([O:9][C:5]2[C:6]([CH3:8])=[N:7][C:2]([I:1])=[CH:3][CH:4]=2)[CH:14]=[CH:13][N:12]=1, predict the reactants needed to synthesize it. The reactants are: [I:1][C:2]1[N:7]=[C:6]([CH3:8])[C:5]([OH:9])=[CH:4][CH:3]=1.[Cl:10][C:11]1[CH:16]=[C:15](Cl)[CH:14]=[CH:13][N:12]=1.C([O-])([O-])=O.[K+].[K+].O. (3) Given the product [OH:35][C@H:34]1[C@H:30]2[O:29][CH2:28][C@@H:27]([O:26][C:24]3[N:23]([CH2:36][O:37][CH2:38][CH2:39][Si:40]([CH3:42])([CH3:43])[CH3:41])[C:5]4=[N:6][C:7]([C:8]5[CH:13]=[CH:12][C:11]([C:45]6[CH:46]=[CH:47][C:48]([S:51](=[N:53][CH3:54])([NH:55][CH3:56])=[O:52])=[CH:49][CH:50]=6)=[CH:10][CH:9]=5)=[C:2]([Cl:1])[CH:3]=[C:4]4[N:25]=3)[C@H:31]2[O:32][CH2:33]1, predict the reactants needed to synthesize it. The reactants are: [Cl:1][C:2]1[CH:3]=[C:4]2[N:25]=[C:24]([O:26][C@H:27]3[C@H:31]4[O:32][CH2:33][C@@H:34]([OH:35])[C@H:30]4[O:29][CH2:28]3)[N:23]([CH2:36][O:37][CH2:38][CH2:39][Si:40]([CH3:43])([CH3:42])[CH3:41])[C:5]2=[N:6][C:7]=1[C:8]1[CH:13]=[CH:12][C:11](B2OC(C)(C)C(C)(C)O2)=[CH:10][CH:9]=1.Br[C:45]1[CH:50]=[CH:49][C:48]([S:51](=[N:55][CH3:56])([NH:53][CH3:54])=[O:52])=[CH:47][CH:46]=1. (4) Given the product [C:24]1([CH2:23][N:20]2[CH2:21][CH2:22][CH:17]([NH:16][CH2:1][C:3]3[C:4]([NH:9][C:10](=[O:15])[C:11]([CH3:14])([CH3:13])[CH3:12])=[N:5][CH:6]=[CH:7][CH:8]=3)[CH2:18][CH2:19]2)[CH:25]=[CH:26][CH:27]=[CH:28][CH:29]=1, predict the reactants needed to synthesize it. The reactants are: [CH:1]([C:3]1[C:4]([NH:9][C:10](=[O:15])[C:11]([CH3:14])([CH3:13])[CH3:12])=[N:5][CH:6]=[CH:7][CH:8]=1)=O.[NH2:16][CH:17]1[CH2:22][CH2:21][N:20]([CH2:23][C:24]2[CH:29]=[CH:28][CH:27]=[CH:26][CH:25]=2)[CH2:19][CH2:18]1.[BH4-].[Na+]. (5) Given the product [CH2:29]([C:28]([OH:31])([CH2:39][CH3:40])[CH2:27]/[CH:26]=[CH:25]\[O:24][C:21]([CH3:23])([C:20]1[C@:41]2([CH3:47])[C@H:17]([C:16]3[C@H:44]([CH2:43][CH2:42]2)[C@:45]2([CH3:46])[C:13]([CH2:12][C@@H:11]([OH:48])[CH2:10][C@@H:9]2[OH:8])=[CH:14][CH:15]=3)[CH2:18][CH:19]=1)[CH3:22])[CH3:30], predict the reactants needed to synthesize it. The reactants are: [Si]([O:8][C@@H:9]1[C@@:45]2([CH3:46])[C:13](=[CH:14][CH:15]=[C:16]3[C@@H:44]2[CH2:43][CH2:42][C@@:41]2([CH3:47])[C@H:17]3[CH2:18][CH:19]=[C:20]2[C:21]([O:24]/[CH:25]=[CH:26]\[CH2:27][C:28]([CH2:39][CH3:40])([O:31][Si](CC)(CC)CC)[CH2:29][CH3:30])([CH3:23])[CH3:22])[CH2:12][C@@H:11]([O:48][Si](C(C)(C)C)(C)C)[CH2:10]1)(C(C)(C)C)(C)C.O1CCCC1.[F-].C([N+](CCCC)(CCCC)CCCC)CCC. (6) Given the product [Cl:1][C:2]1[CH:3]=[C:4]([NH:9][C:10]2[C:19]3[C:14](=[CH:15][C:16]([O:23][CH2:24][C:25]([F:28])([F:26])[F:27])=[C:17]([NH2:20])[CH:18]=3)[N:13]=[CH:12][N:11]=2)[CH:5]=[CH:6][C:7]=1[F:8], predict the reactants needed to synthesize it. The reactants are: [Cl:1][C:2]1[CH:3]=[C:4]([NH:9][C:10]2[C:19]3[C:14](=[CH:15][C:16]([O:23][CH2:24][C:25]([F:28])([F:27])[F:26])=[C:17]([N+:20]([O-])=O)[CH:18]=3)[N:13]=[CH:12][N:11]=2)[CH:5]=[CH:6][C:7]=1[F:8].Cl.[OH-].[Na+]. (7) Given the product [Cl:1][C:2]1[CH:3]=[C:4]([CH:10]([NH2:11])[C:13]2[CH:18]=[CH:17][C:16]([F:19])=[CH:15][CH:14]=2)[CH:5]=[N:6][C:7]=1[O:8][CH3:9], predict the reactants needed to synthesize it. The reactants are: [Cl:1][C:2]1[CH:3]=[C:4]([C:10]([C:13]2[CH:18]=[CH:17][C:16]([F:19])=[CH:15][CH:14]=2)=[N:11]O)[CH:5]=[N:6][C:7]=1[O:8][CH3:9].C([O-])(=O)C.[NH4+].C([O-])(O)=O.[Na+]. (8) The reactants are: CN(C(ON1N=NC2C=CC=NC1=2)=[N+](C)C)C.F[P-](F)(F)(F)(F)F.[Cl:25][C:26]1[CH:31]=[CH:30][N:29]=[C:28]([C:32]([OH:34])=O)[CH:27]=1.CCN(C(C)C)C(C)C.[CH3:44][C@@H:45]1[NH:50][CH2:49][CH2:48][N:47]([S:51]([C:54]2[CH:59]=[CH:58][C:57]([C:60]([F:63])([F:62])[F:61])=[CH:56][CH:55]=2)(=[O:53])=[O:52])[CH2:46]1. Given the product [Cl:25][C:26]1[CH:31]=[CH:30][N:29]=[C:28]([C:32]([N:50]2[CH2:49][CH2:48][N:47]([S:51]([C:54]3[CH:55]=[CH:56][C:57]([C:60]([F:63])([F:61])[F:62])=[CH:58][CH:59]=3)(=[O:52])=[O:53])[CH2:46][C@@H:45]2[CH3:44])=[O:34])[CH:27]=1, predict the reactants needed to synthesize it. (9) Given the product [F:37][C:34]([F:35])([F:36])[C:33]([C:30]1[CH:31]=[CH:32][C:27]([CH2:26][N:23]2[CH2:22][CH2:21][C:20](=[CH:19][C:18]3[CH:17]=[CH:16][C:15]([NH:14][C:1]([NH:45][CH2:46][C:47]([OH:49])([CH3:50])[CH3:48])=[O:2])=[CH:44][CH:43]=3)[CH2:25][CH2:24]2)=[CH:28][CH:29]=1)([OH:42])[C:38]([F:41])([F:39])[F:40], predict the reactants needed to synthesize it. The reactants are: [C:1](Cl)(=O)[O:2]C1C=CC([N+]([O-])=O)=CC=1.[NH2:14][C:15]1[CH:44]=[CH:43][C:18]([CH:19]=[C:20]2[CH2:25][CH2:24][N:23]([CH2:26][C:27]3[CH:32]=[CH:31][C:30]([C:33]([OH:42])([C:38]([F:41])([F:40])[F:39])[C:34]([F:37])([F:36])[F:35])=[CH:29][CH:28]=3)[CH2:22][CH2:21]2)=[CH:17][CH:16]=1.[NH2:45][CH2:46][C:47]([CH3:50])([OH:49])[CH3:48].